From a dataset of Catalyst prediction with 721,799 reactions and 888 catalyst types from USPTO. Predict which catalyst facilitates the given reaction. Reactant: [F:1][C@H:2]1[C@@H:7]([O:8][C:9]2[CH:16]=[CH:15][C:14]([C:17]3[N:22]=[C:21]([NH:23][C:24]4[CH:29]=[CH:28][C:27]([N:30]5[CH2:35][CH2:34][N:33]([CH:36]6[CH2:39][O:38][CH2:37]6)[CH2:32][CH2:31]5)=[CH:26][CH:25]=4)[N:20]=[CH:19][N:18]=3)=[CH:13][C:10]=2[C:11]#[N:12])[CH2:6][CH2:5][NH:4][CH2:3]1.[C:40]([CH:42]([CH3:46])[C:43](O)=[O:44])#[N:41].CN(C(ON1N=NC2C=CC=NC1=2)=[N+](C)C)C.F[P-](F)(F)(F)(F)F.CCN(C(C)C)C(C)C. Product: [C:40]([CH:42]([CH3:46])[C:43]([N:4]1[CH2:5][CH2:6][C@H:7]([O:8][C:9]2[CH:16]=[CH:15][C:14]([C:17]3[N:22]=[C:21]([NH:23][C:24]4[CH:29]=[CH:28][C:27]([N:30]5[CH2:31][CH2:32][N:33]([CH:36]6[CH2:39][O:38][CH2:37]6)[CH2:34][CH2:35]5)=[CH:26][CH:25]=4)[N:20]=[CH:19][N:18]=3)=[CH:13][C:10]=2[C:11]#[N:12])[C@H:2]([F:1])[CH2:3]1)=[O:44])#[N:41]. The catalyst class is: 3.